Dataset: CYP2D6 inhibition data for predicting drug metabolism from PubChem BioAssay. Task: Regression/Classification. Given a drug SMILES string, predict its absorption, distribution, metabolism, or excretion properties. Task type varies by dataset: regression for continuous measurements (e.g., permeability, clearance, half-life) or binary classification for categorical outcomes (e.g., BBB penetration, CYP inhibition). Dataset: cyp2d6_veith. (1) The drug is O=C(O)/C=C\CO. The result is 0 (non-inhibitor). (2) The compound is Cc1cccc(NC2=NC(=S)N(c3ccc(C(=O)O)cc3)C23CCCCC3)c1. The result is 0 (non-inhibitor). (3) The molecule is O=c1cc(-c2ccc(O)cc2)oc2c([C@H]3O[C@@H](CO)[C@@H](O)[C@@H](O)[C@@H]3O)c(O)cc(O)c12. The result is 0 (non-inhibitor). (4) The molecule is CCOc1ccc(C(Nc2ccc(C)cc2)P2(=O)OCC(C)(C)CO2)cc1. The result is 0 (non-inhibitor). (5) The compound is CN(C)CCn1nnnc1SCC1=C(C(=O)O)N2C(=O)[C@@H](NC(=O)Cc3csc(N)n3)[C@@H]2SC1. The result is 0 (non-inhibitor). (6) The molecule is Cc1ccccc1OCCNC(=S)Nc1ccccc1. The result is 0 (non-inhibitor). (7) The molecule is c1ccc2c[n+](CCCC[n+]3ccc4ccccc4c3)ccc2c1. The result is 0 (non-inhibitor). (8) The molecule is CC(C)Oc1ccc(C2CC(=O)NC3=C2C(=O)CCC3)cc1. The result is 0 (non-inhibitor).